Dataset: Reaction yield outcomes from USPTO patents with 853,638 reactions. Task: Predict the reaction yield, written as a fraction of the theoretical maximum amount of product (1.0 means a 100% yield; for example, 0.34 means a 34% yield). (1) The reactants are [CH:1]1([S:7][C:8]2[CH:15]=[CH:14][C:11]([C:12]#[N:13])=[CH:10][CH:9]=2)[CH2:6][CH2:5][CH2:4][CH2:3][CH2:2]1.[OH2:16].[OH:17]OS([O-])=O.[K+]. The catalyst is CC(C)=O. The product is [CH:1]1([S:7]([C:8]2[CH:9]=[CH:10][C:11]([C:12]#[N:13])=[CH:14][CH:15]=2)(=[O:17])=[O:16])[CH2:6][CH2:5][CH2:4][CH2:3][CH2:2]1. The yield is 0.940. (2) The yield is 0.350. The catalyst is O1CCOCC1.C1C=CC(/C=C/C(/C=C/C2C=CC=CC=2)=O)=CC=1.C1C=CC(/C=C/C(/C=C/C2C=CC=CC=2)=O)=CC=1.C1C=CC(/C=C/C(/C=C/C2C=CC=CC=2)=O)=CC=1.[Pd].[Pd].C1C=CC(P(C2C=CC=CC=2)[C-]2C=CC=C2)=CC=1.C1C=CC(P(C2C=CC=CC=2)[C-]2C=CC=C2)=CC=1.Cl[Pd]Cl.[Fe+2].C(Cl)Cl.O.CCOC(C)=O. The product is [CH3:8][C:6]1[N:5]=[C:4]([NH2:9])[CH:3]=[C:2]([C:53]2[CH:58]=[CH:57][N:56]=[CH:55][C:54]=2[N+:59]([O-:61])=[O:60])[CH:7]=1. The reactants are Cl[C:2]1[CH:7]=[C:6]([CH3:8])[N:5]=[C:4]([NH2:9])[CH:3]=1.B1(B2OC(C)(C)C(C)(C)O2)OC(C)(C)C(C)(C)O1.C1(P(C2CCCCC2)C2CCCCC2)CCCCC1.CC([O-])=O.[K+].Cl[C:53]1[CH:58]=[CH:57][N:56]=[CH:55][C:54]=1[N+:59]([O-:61])=[O:60]. (3) The reactants are [F:1][C:2]1[CH:10]=[C:9]([N+:11]([O-])=O)[CH:8]=[CH:7][C:3]=1[C:4]([OH:6])=[O:5].C(O)(=O)C. The catalyst is [Pd].CO. The product is [NH2:11][C:9]1[CH:8]=[CH:7][C:3]([C:4]([OH:6])=[O:5])=[C:2]([F:1])[CH:10]=1. The yield is 1.00. (4) The reactants are [OH-].[Na+].Cl.Cl.[CH:5]([N:8]1[CH2:13][CH2:12][NH:11][CH2:10][CH2:9]1)([CH3:7])[CH3:6].[CH:14]([C:16]1[CH:24]=[CH:23][C:19]([C:20](Cl)=[O:21])=[CH:18][CH:17]=1)=[O:15]. The catalyst is O.C1(C)C=CC=CC=1. The product is [CH:5]([N:8]1[CH2:13][CH2:12][N:11]([C:14]([C:16]2[CH:24]=[CH:23][C:19]([CH:20]=[O:21])=[CH:18][CH:17]=2)=[O:15])[CH2:10][CH2:9]1)([CH3:7])[CH3:6]. The yield is 1.01. (5) The reactants are [Cl:1][C:2]1[CH:30]=[CH:29][C:5]([CH2:6][C:7]2[N:8]=[C:9]([C:23]3[CH:28]=[CH:27][N:26]=[CH:25][CH:24]=3)[S:10][C:11]=2[C:12]2[N:16]=[CH:15][N:14](C3CCCCO3)[N:13]=2)=[CH:4][CH:3]=1.Cl.O1CCOCC1. The catalyst is O1CCCC1.CO. The product is [Cl:1][C:2]1[CH:30]=[CH:29][C:5]([CH2:6][C:7]2[N:8]=[C:9]([C:23]3[CH:28]=[CH:27][N:26]=[CH:25][CH:24]=3)[S:10][C:11]=2[C:12]2[NH:16][CH:15]=[N:14][N:13]=2)=[CH:4][CH:3]=1. The yield is 0.450.